Dataset: Reaction yield outcomes from USPTO patents with 853,638 reactions. Task: Predict the reaction yield, written as a fraction of the theoretical maximum amount of product (1.0 means a 100% yield; for example, 0.34 means a 34% yield). (1) The reactants are [CH3:1][O:2][C:3]1[CH:8]=[CH:7][CH:6]=[CH:5][C:4]=1[CH:9]1[CH2:13][CH2:12][CH2:11][C:10]1=[O:14].[C:15](=O)([O:18]C)[O:16][CH3:17].[H-].[Na+].Cl. The catalyst is CO. The product is [CH3:1][O:2][C:3]1[CH:8]=[CH:7][CH:6]=[CH:5][C:4]=1[CH:9]1[CH2:13][CH2:12][CH:11]([C:15]([O:16][CH3:17])=[O:18])[C:10]1=[O:14]. The yield is 0.612. (2) The yield is 0.990. The product is [O:9]1[C:13]2([CH2:18][CH2:17][N:16]([C:19]3[CH:26]=[CH:25][C:22]([CH:23]=[C:31]4[S:27][C:28](=[O:33])[NH:29][C:30]4=[O:32])=[CH:21][CH:20]=3)[CH2:15][CH2:14]2)[O:12][CH2:11][CH2:10]1. The reactants are C(=O)C1C=CC=CC=1.[O:9]1[C:13]2([CH2:18][CH2:17][N:16]([C:19]3[CH:26]=[CH:25][C:22]([CH:23]=O)=[CH:21][CH:20]=3)[CH2:15][CH2:14]2)[O:12][CH2:11][CH2:10]1.[S:27]1[CH2:31][C:30](=[O:32])[NH:29][C:28]1=[O:33].N1CCCCC1. The catalyst is C(O)C. (3) The catalyst is O1CCOCC1.C1C=CC(/C=C/C(/C=C/C2C=CC=CC=2)=O)=CC=1.C1C=CC(/C=C/C(/C=C/C2C=CC=CC=2)=O)=CC=1.C1C=CC(/C=C/C(/C=C/C2C=CC=CC=2)=O)=CC=1.[Pd].[Pd]. The product is [Cl:8][C:6]1[CH:7]=[C:2]([NH:11][C:12]2[N:17]=[CH:16][C:15]([CH:18]3[CH2:23][CH2:22][N:21]([C:24]([O:26][C:27]([CH3:30])([CH3:29])[CH3:28])=[O:25])[CH2:20][CH2:19]3)=[CH:14][CH:13]=2)[C:3](=[O:10])[N:4]([CH3:9])[N:5]=1. The yield is 0.712. The reactants are Br[C:2]1[C:3](=[O:10])[N:4]([CH3:9])[N:5]=[C:6]([Cl:8])[CH:7]=1.[NH2:11][C:12]1[N:17]=[CH:16][C:15]([CH:18]2[CH2:23][CH2:22][N:21]([C:24]([O:26][C:27]([CH3:30])([CH3:29])[CH3:28])=[O:25])[CH2:20][CH2:19]2)=[CH:14][CH:13]=1.CC1(C)C2C(=C(P(C3C=CC=CC=3)C3C=CC=CC=3)C=CC=2)OC2C(P(C3C=CC=CC=3)C3C=CC=CC=3)=CC=CC1=2.C(=O)([O-])[O-].[Cs+].[Cs+]. (4) The reactants are [CH3:1][C:2]1[CH:7]=[CH:6][C:5]([CH2:8][N:9]([CH:22]2[CH2:27][CH2:26][N:25]([CH2:28][C:29]3[CH:34]=[CH:33][CH:32]=[CH:31][CH:30]=3)[CH2:24][CH2:23]2)[C:10](=O)[CH2:11][CH2:12][C:13]2[CH:18]=[CH:17][C:16]([O:19][CH3:20])=[CH:15][CH:14]=2)=[CH:4][CH:3]=1.COC1C=CC(P2(SP(C3C=CC(OC)=CC=3)(=S)S2)=[S:44])=CC=1. The catalyst is CO. The product is [CH3:1][C:2]1[CH:7]=[CH:6][C:5]([CH2:8][N:9]([CH:22]2[CH2:27][CH2:26][N:25]([CH2:28][C:29]3[CH:34]=[CH:33][CH:32]=[CH:31][CH:30]=3)[CH2:24][CH2:23]2)[C:10](=[S:44])[CH2:11][CH2:12][C:13]2[CH:18]=[CH:17][C:16]([O:19][CH3:20])=[CH:15][CH:14]=2)=[CH:4][CH:3]=1. The yield is 0.970.